The task is: Predict the product of the given reaction.. This data is from Forward reaction prediction with 1.9M reactions from USPTO patents (1976-2016). (1) Given the reactants C(C1NC=CN=1)(C1NC=CN=1)=O.C([O:16][CH2:17][C:18]([OH:20])=O)(=O)C.O[N:22]=[C:23]([C:25]1[CH:26]=[CH:27][C:28]([CH3:43])=[C:29]([NH:31][C:32]([C:34]2[N:38]3[CH:39]=[CH:40][CH:41]=[CH:42][C:37]3=[N:36][CH:35]=2)=[O:33])[CH:30]=1)[NH2:24].O.[OH-].[Li+], predict the reaction product. The product is: [OH:20][CH2:18][C:17]1[O:16][N:22]=[C:23]([C:25]2[CH:26]=[CH:27][C:28]([CH3:43])=[C:29]([NH:31][C:32]([C:34]3[N:38]4[CH:39]=[CH:40][CH:41]=[CH:42][C:37]4=[N:36][CH:35]=3)=[O:33])[CH:30]=2)[N:24]=1. (2) Given the reactants [C:1]([O:5][C:6](=[O:40])[NH:7][C:8]1([CH2:36][CH2:37][CH2:38][OH:39])[CH2:15][CH2:14][CH2:13][CH:12]([O:16][C:17]2[CH:18]=[C:19]3[C:24](=[CH:25][C:26]=2[Cl:27])[C:23]([O:28][CH2:29][C:30]2[CH:35]=[CH:34][CH:33]=[CH:32][CH:31]=2)=[N:22][CH:21]=[CH:20]3)[CH2:11][CH2:10][CH2:9]1)([CH3:4])([CH3:3])[CH3:2].[H-].[Na+].I[CH3:44].CO, predict the reaction product. The product is: [C:1]([O:5][C:6](=[O:40])[NH:7][C:8]1([CH2:36][CH2:37][CH2:38][O:39][CH3:44])[CH2:9][CH2:10][CH2:11][CH:12]([O:16][C:17]2[CH:18]=[C:19]3[C:24](=[CH:25][C:26]=2[Cl:27])[C:23]([O:28][CH2:29][C:30]2[CH:35]=[CH:34][CH:33]=[CH:32][CH:31]=2)=[N:22][CH:21]=[CH:20]3)[CH2:13][CH2:14][CH2:15]1)([CH3:4])([CH3:2])[CH3:3]. (3) Given the reactants [CH:1]1([NH:4][C:5]2[N:10]3[N:11]=[CH:12][C:13](/[CH:14]=[C:15]4/[C:16](=[O:21])[NH:17][C:18](=[O:20])[NH:19]/4)=[C:9]3[N:8]=[C:7](S(C)(=O)=O)[CH:6]=2)[CH2:3][CH2:2]1.[Cl:26][C:27]1[CH:28]=[C:29]([C@@H:33]([NH2:35])[CH3:34])[CH:30]=[CH:31][CH:32]=1, predict the reaction product. The product is: [Cl:26][C:27]1[CH:28]=[C:29]([C@@H:33]([NH:35][C:7]2[CH:6]=[C:5]([NH:4][CH:1]3[CH2:3][CH2:2]3)[N:10]3[N:11]=[CH:12][C:13](/[CH:14]=[C:15]4/[C:16](=[O:21])[NH:17][C:18](=[O:20])[NH:19]/4)=[C:9]3[N:8]=2)[CH3:34])[CH:30]=[CH:31][CH:32]=1. (4) Given the reactants C(OC([N:8]1[CH2:13][CH:12]=[C:11]([C:14]2[CH:19]=[C:18]([NH:20][C:21]3[CH:30]=[C:29]4[C:24]([CH:25]=[CH:26][CH:27]=[N:28]4)=[CH:23][CH:22]=3)[N:17]=[CH:16][N:15]=2)[CH2:10][CH2:9]1)=O)(C)(C)C.C(O)(C(F)(F)F)=O, predict the reaction product. The product is: [N:28]1[C:29]2[C:24](=[CH:23][CH:22]=[C:21]([NH:20][C:18]3[CH:19]=[C:14]([C:11]4[CH2:12][CH2:13][NH:8][CH2:9][CH:10]=4)[N:15]=[CH:16][N:17]=3)[CH:30]=2)[CH:25]=[CH:26][CH:27]=1. (5) The product is: [F:26][C:23]1[CH:22]=[CH:21][C:20]([CH:2]([C:3]2[N:12]=[C:11]([NH:13][C:14]3[CH:18]=[C:17]([CH3:19])[NH:16][N:15]=3)[C:10]3[C:5](=[CH:6][CH:7]=[CH:8][CH:9]=3)[N:4]=2)[NH:1][CH:28]=[O:29])=[CH:25][CH:24]=1. Given the reactants [NH2:1][CH:2]([C:20]1[CH:25]=[CH:24][C:23]([F:26])=[CH:22][CH:21]=1)[C:3]1[N:12]=[C:11]([NH:13][C:14]2[CH:18]=[C:17]([CH3:19])[NH:16][N:15]=2)[C:10]2[C:5](=[CH:6][CH:7]=[CH:8][CH:9]=2)[N:4]=1.C[CH2:28][OH:29], predict the reaction product. (6) The product is: [CH3:34][S:35]([O:24][CH:13]([C:5]1[CH:4]=[C:3]([C:2]([F:25])([F:26])[F:1])[CH:8]=[C:7]([C:9]([F:11])([F:12])[F:10])[CH:6]=1)[C@@H:14]([NH:16][C:17]([O:18][C:19]([CH3:21])([CH3:20])[CH3:22])=[O:23])[CH3:15])(=[O:37])=[O:36]. Given the reactants [F:1][C:2]([F:26])([F:25])[C:3]1[CH:4]=[C:5]([CH:13]([OH:24])[C@@H:14]([NH:16][C:17](=[O:23])[O:18][C:19]([CH3:22])([CH3:21])[CH3:20])[CH3:15])[CH:6]=[C:7]([C:9]([F:12])([F:11])[F:10])[CH:8]=1.C(N(CC)CC)C.[CH3:34][S:35](Cl)(=[O:37])=[O:36], predict the reaction product. (7) Given the reactants [CH2:1]1[C:9]2[C:4](=[CH:5][C:6]([NH:10][C:11]3[C:12](=[O:26])[NH:13][C:14](=[O:25])[C:15]=3[C:16]3[CH:21]=[CH:20][CH:19]=[C:18]([N+:22]([O-])=O)[CH:17]=3)=[CH:7][CH:8]=2)[CH2:3][CH2:2]1.[C:27](OC(=O)C)(=[O:29])[CH3:28].C(=O)(O)[O-].[Na+], predict the reaction product. The product is: [CH2:1]1[C:9]2[C:4](=[CH:5][C:6]([NH:10][C:11]3[C:12](=[O:26])[NH:13][C:14](=[O:25])[C:15]=3[C:16]3[CH:21]=[CH:20][CH:19]=[C:18]([NH:22][C:27](=[O:29])[CH3:28])[CH:17]=3)=[CH:7][CH:8]=2)[CH2:3][CH2:2]1.